Dataset: Full USPTO retrosynthesis dataset with 1.9M reactions from patents (1976-2016). Task: Predict the reactants needed to synthesize the given product. Given the product [CH2:1]([C@H:3]([NH:10][C:11]([C:13]1[C:22]2[C:17](=[CH:18][CH:19]=[CH:20][CH:21]=2)[N:16]=[C:15]([C:23]2[CH:24]=[CH:25][CH:26]=[CH:27][CH:28]=2)[C:14]=1[O:29][CH2:30][CH2:31][N:32]1[C:36](=[O:38])[CH:35]=[CH:34][C:33]1=[O:39])=[O:12])[C:4]1[CH:5]=[CH:6][CH:7]=[CH:8][CH:9]=1)[CH3:2], predict the reactants needed to synthesize it. The reactants are: [CH2:1]([C@H:3]([NH:10][C:11]([C:13]1[C:22]2[C:17](=[CH:18][CH:19]=[CH:20][CH:21]=2)[N:16]=[C:15]([C:23]2[CH:28]=[CH:27][CH:26]=[CH:25][CH:24]=2)[C:14]=1[O:29][CH2:30][CH2:31][NH:32][C:33](=[O:39])/[CH:34]=[CH:35]\[C:36]([OH:38])=O)=[O:12])[C:4]1[CH:9]=[CH:8][CH:7]=[CH:6][CH:5]=1)[CH3:2].C(OC(=O)C)(=O)C.O(C(C)C)C(C)C.